From a dataset of Peptide-MHC class I binding affinity with 185,985 pairs from IEDB/IMGT. Regression. Given a peptide amino acid sequence and an MHC pseudo amino acid sequence, predict their binding affinity value. This is MHC class I binding data. (1) The peptide sequence is GLSLQDYCY. The MHC is HLA-A11:01 with pseudo-sequence HLA-A11:01. The binding affinity (normalized) is 0.456. (2) The peptide sequence is VIYIVQMLA. The MHC is HLA-A02:03 with pseudo-sequence HLA-A02:03. The binding affinity (normalized) is 0.347. (3) The peptide sequence is VTVTNVLLY. The MHC is HLA-A02:02 with pseudo-sequence HLA-A02:02. The binding affinity (normalized) is 0.